The task is: Regression. Given two drug SMILES strings and cell line genomic features, predict the synergy score measuring deviation from expected non-interaction effect.. This data is from NCI-60 drug combinations with 297,098 pairs across 59 cell lines. Drug 1: C1C(C(OC1N2C=C(C(=O)NC2=O)F)CO)O. Drug 2: CN1C2=C(C=C(C=C2)N(CCCl)CCCl)N=C1CCCC(=O)O.Cl. Cell line: KM12. Synergy scores: CSS=19.7, Synergy_ZIP=3.89, Synergy_Bliss=3.13, Synergy_Loewe=-18.9, Synergy_HSA=0.156.